This data is from HIV replication inhibition screening data with 41,000+ compounds from the AIDS Antiviral Screen. The task is: Binary Classification. Given a drug SMILES string, predict its activity (active/inactive) in a high-throughput screening assay against a specified biological target. (1) The drug is COc1ccc2cc1Oc1ccc(cc1)CC1c3cc(c(OC)cc3CCN1C)Oc1c(O)c(OC)cc3c1C(C2)N(C)CC3. The result is 0 (inactive). (2) The compound is CN(C)c1ccc(C=C(NC(=O)c2ccccc2)C2=NC(CC(=O)O)C(=O)O2)cc1. The result is 0 (inactive). (3) The molecule is CC(NC(=O)C(N)CC(=O)O)NC(=O)N1CCCC1. The result is 0 (inactive). (4) The result is 0 (inactive). The drug is COc1cc(-c2nn3c(=O)n(-c4ccc(Cl)cc4)c(=O)nc3s2)cc(OC)c1OC. (5) The compound is COCCOC(C)C(=O)C(O)S(=O)(=O)O. The result is 0 (inactive).